This data is from Catalyst prediction with 721,799 reactions and 888 catalyst types from USPTO. The task is: Predict which catalyst facilitates the given reaction. (1) Reactant: [Cl:1][C:2]1[CH:7]=[CH:6][CH:5]=[C:4]([Cl:8])[C:3]=1[C:9]1[C:13]([CH2:14][O:15][C:16]2[N:21]=[C:20]([C:22]([F:25])([F:24])[F:23])[C:19]([N:26]([CH3:38])[C:27](=[O:37])[C:28]3[CH:36]=[CH:35][C:31]([C:32]([OH:34])=O)=[CH:30][CH:29]=3)=[CH:18][CH:17]=2)=[C:12]([CH:39]([CH3:41])[CH3:40])[O:11][N:10]=1.C(Cl)(=O)C(Cl)=O.C[N:49](C)C=O. Product: [Cl:1][C:2]1[CH:7]=[CH:6][CH:5]=[C:4]([Cl:8])[C:3]=1[C:9]1[C:13]([CH2:14][O:15][C:16]2[N:21]=[C:20]([C:22]([F:25])([F:24])[F:23])[C:19]([N:26]([CH3:38])[C:27](=[O:37])[C:28]3[CH:29]=[CH:30][C:31]([C:32]([NH2:49])=[O:34])=[CH:35][CH:36]=3)=[CH:18][CH:17]=2)=[C:12]([CH:39]([CH3:40])[CH3:41])[O:11][N:10]=1. The catalyst class is: 4. (2) Reactant: [NH2:1][C:2]1[CH2:7][CH2:6][CH2:5][C:4](=[O:8])[CH:3]=1.C(O[CH:12](OCC)[CH2:13][CH:14](OCC)OCC)C.CC1C=CC(S(O)(=O)=O)=CC=1.C(=O)(O)[O-].[Na+]. Product: [N:1]1[C:2]2[CH2:7][CH2:6][CH2:5][C:4](=[O:8])[C:3]=2[CH:14]=[CH:13][CH:12]=1. The catalyst class is: 35. (3) Reactant: [SH:1][C:2]1[CH:9]=[CH:8][CH:7]=[CH:6][C:3]=1[C:4]#[N:5].[Cl-].[NH4+].[N-:12]=[N+:13]=[N-:14].[Na+].N#N.Cl. Product: [N:5]1[NH:12][N:13]=[N:14][C:4]=1[C:3]1[CH:6]=[CH:7][CH:8]=[CH:9][C:2]=1[SH:1]. The catalyst class is: 3. (4) Reactant: [CH2:1]([N:8]1[CH2:36][CH2:35][CH2:34][C:10]2([CH2:15][N:14]([C:16]3[CH:17]=[C:18]([CH3:33])[C:19]4[N:23]=[C:22]([C:24]5[C:25](=[O:31])[NH:26][CH:27]=[CH:28][C:29]=5Cl)[NH:21][C:20]=4[CH:32]=3)[CH2:13][CH2:12][CH2:11]2)[CH2:9]1)[C:2]1[CH:7]=[CH:6][CH:5]=[CH:4][CH:3]=1.[NH2:37][CH2:38][C@H:39]([C:41]1[CH:46]=[CH:45][CH:44]=[C:43]([Cl:47])[CH:42]=1)[OH:40].CCN(CC)CC. Product: [CH2:1]([N:8]1[CH2:36][CH2:35][CH2:34][C:10]2([CH2:15][N:14]([C:16]3[CH:17]=[C:18]([CH3:33])[C:19]4[N:23]=[C:22]([C:24]5[C:25](=[O:31])[NH:26][CH:27]=[CH:28][C:29]=5[NH:37][CH2:38][C@H:39]([C:41]5[CH:46]=[CH:45][CH:44]=[C:43]([Cl:47])[CH:42]=5)[OH:40])[NH:21][C:20]=4[CH:32]=3)[CH2:13][CH2:12][CH2:11]2)[CH2:9]1)[C:2]1[CH:7]=[CH:6][CH:5]=[CH:4][CH:3]=1. The catalyst class is: 14. (5) Reactant: [NH2:1][C:2]1[CH:23]=[CH:22][C:21]([N:24]2[CH2:29][CH2:28][CH2:27][CH2:26][CH2:25]2)=[CH:20][C:3]=1[C:4]([NH:6]/[N:7]=[CH:8]/[C:9]1[CH:14]=[CH:13][C:12]([Cl:15])=[C:11]([C:16]([F:19])([F:18])[F:17])[CH:10]=1)=[O:5].[C:30](O)(=[O:40])[C:31]1[CH:39]=[CH:38][CH:37]=[C:33]([C:34]([OH:36])=[O:35])[CH:32]=1.F[P-](F)(F)(F)(F)F.N1(OC(N(C)C)=[N+](C)C)C2N=CC=CC=2N=N1.C(N(C(C)C)CC)(C)C. Product: [Cl:15][C:12]1[CH:13]=[CH:14][C:9](/[CH:8]=[N:7]/[NH:6][C:4]([C:3]2[CH:20]=[C:21]([N:24]3[CH2:29][CH2:28][CH2:27][CH2:26][CH2:25]3)[CH:22]=[CH:23][C:2]=2[NH:1][C:30]([C:31]2[CH:32]=[C:33]([CH:37]=[CH:38][CH:39]=2)[C:34]([OH:36])=[O:35])=[O:40])=[O:5])=[CH:10][C:11]=1[C:16]([F:19])([F:17])[F:18]. The catalyst class is: 3. (6) Reactant: [CH3:1][C@@H:2]1[NH:7][CH2:6][C@H:5]([C:8]([O:10][CH3:11])=[O:9])[CH2:4][CH2:3]1.[CH3:12][C:13]([O:16][C:17](O[C:17]([O:16][C:13]([CH3:15])([CH3:14])[CH3:12])=[O:18])=[O:18])([CH3:15])[CH3:14].C[C@H]1NC[C@@H](C(OC)=O)CC1. Product: [CH3:1][C@@H:2]1[N:7]([C:17]([O:16][C:13]([CH3:15])([CH3:14])[CH3:12])=[O:18])[CH2:6][C@H:5]([C:8]([O:10][CH3:11])=[O:9])[CH2:4][CH2:3]1. The catalyst class is: 34. (7) Reactant: Cl[C:2]1[N:7]2[CH:8]=[CH:9][N:10]=[C:6]2[CH:5]=[C:4]([C:11]2[CH:16]=[CH:15][C:14]([Cl:17])=[CH:13][C:12]=2[Cl:18])[N:3]=1.[C:19]([NH:26][CH2:27][CH2:28][NH2:29])([O:21][C:22]([CH3:25])([CH3:24])[CH3:23])=[O:20].C(N(C(C)C)CC)(C)C.C(OCC)(=O)C. Product: [Cl:18][C:12]1[CH:13]=[C:14]([Cl:17])[CH:15]=[CH:16][C:11]=1[C:4]1[N:3]=[C:2]([NH:29][CH2:28][CH2:27][NH:26][C:19](=[O:20])[O:21][C:22]([CH3:24])([CH3:23])[CH3:25])[N:7]2[CH:8]=[CH:9][N:10]=[C:6]2[CH:5]=1. The catalyst class is: 58. (8) Reactant: [CH3:1][O:2][C:3](=[O:14])[C:4]1[CH:12]=[C:11]([I:13])[CH:10]=[C:6]([C:7]([OH:9])=O)[CH:5]=1.O.ON1C2C=CC=CC=2N=N1.[CH:26]1([N:32]=[C:33]=NC2CCCCC2)CCC[CH2:28][CH2:27]1.CNCCC. Product: [CH3:1][O:2][C:3](=[O:14])[C:4]1[CH:12]=[C:11]([I:13])[CH:10]=[C:6]([C:7]([N:32]([CH3:33])[CH2:26][CH2:27][CH3:28])=[O:9])[CH:5]=1. The catalyst class is: 1. (9) Reactant: C([O:3][C:4](=[O:38])[C:5]1[CH:10]=[CH:9][C:8]([NH:11][C:12](=[O:36])[CH:13]([C:20]2[N:21]([C:29]3[CH:34]=[CH:33][C:32]([Cl:35])=[CH:31][CH:30]=3)[N:22]=[C:23]3[C:28]=2[CH:27]=[CH:26][CH:25]=[CH:24]3)[CH:14]2[CH2:19][CH2:18][CH2:17][CH2:16][CH2:15]2)=[C:7]([F:37])[CH:6]=1)C.[OH-].[Li+]. Product: [Cl:35][C:32]1[CH:33]=[CH:34][C:29]([N:21]2[C:20]([CH:13]([CH:14]3[CH2:19][CH2:18][CH2:17][CH2:16][CH2:15]3)[C:12]([NH:11][C:8]3[CH:9]=[CH:10][C:5]([C:4]([OH:38])=[O:3])=[CH:6][C:7]=3[F:37])=[O:36])=[C:28]3[C:23]([CH:24]=[CH:25][CH:26]=[CH:27]3)=[N:22]2)=[CH:30][CH:31]=1. The catalyst class is: 36. (10) Reactant: [C:1]([C:3]([C:6]1[CH:7]=[C:8]([CH:12]=[CH:13][CH:14]=1)[C:9]([OH:11])=O)([CH3:5])[CH3:4])#[N:2].C(Cl)(=O)C(Cl)=O.O1CCCC1.[NH2:26][C:27]1[C:28]([F:50])=[CH:29][C:30]([Cl:49])=[C:31]([CH:48]=1)[O:32][C:33]1[CH:34]=[CH:35][C:36]2[N:37]([CH:39]=[C:40]([NH:42][C:43]([CH:45]3[CH2:47][CH2:46]3)=[O:44])[N:41]=2)[N:38]=1. Product: [Cl:49][C:30]1[C:31]([O:32][C:33]2[CH:34]=[CH:35][C:36]3[N:37]([CH:39]=[C:40]([NH:42][C:43]([CH:45]4[CH2:46][CH2:47]4)=[O:44])[N:41]=3)[N:38]=2)=[CH:48][C:27]([NH:26][C:9](=[O:11])[C:8]2[CH:12]=[CH:13][CH:14]=[C:6]([C:3]([C:1]#[N:2])([CH3:4])[CH3:5])[CH:7]=2)=[C:28]([F:50])[CH:29]=1. The catalyst class is: 637.